Dataset: Catalyst prediction with 721,799 reactions and 888 catalyst types from USPTO. Task: Predict which catalyst facilitates the given reaction. (1) Reactant: [C:1]12([N:6]3[CH2:19][C:18]4[CH2:17][C:11]5([CH2:16][CH2:15][NH:14][CH2:13][CH2:12]5)[CH2:10][C:9](=[O:20])[C:8]=4[N:7]3C(OCC3C=CC=CC=3)=O)[CH2:5][CH:3]([CH2:4]1)[CH2:2]2.CC1CC=CCC=1. Product: [C:1]12([N:6]3[CH:19]=[C:18]4[C:8]([C:9](=[O:20])[CH2:10][C:11]5([CH2:17]4)[CH2:16][CH2:15][NH:14][CH2:13][CH2:12]5)=[N:7]3)[CH2:2][CH:3]([CH2:5]1)[CH2:4]2. The catalyst class is: 78. (2) Reactant: O[CH2:2][CH2:3][O:4][C:5]1[C:10]([CH3:11])=[CH:9][C:8]([C:12]2[NH:21][C:20](=[O:22])[C:19]3[C:14](=[CH:15][C:16]([O:25][CH3:26])=[CH:17][C:18]=3[O:23][CH3:24])[N:13]=2)=[CH:7][C:6]=1[CH3:27].[C:28]1([CH:34]2[NH:38][C:37](=[O:39])[NH:36][C:35]2=[O:40])[CH:33]=[CH:32][CH:31]=[CH:30][CH:29]=1.C1(P(C2C=CC=CC=2)C2C=CC=CC=2)C=CC=CC=1.N(C(OCC)=O)=NC(OCC)=O. Product: [CH3:24][O:23][C:18]1[CH:17]=[C:16]([O:25][CH3:26])[CH:15]=[C:14]2[C:19]=1[C:20](=[O:22])[NH:21][C:12]([C:8]1[CH:9]=[C:10]([CH3:11])[C:5]([O:4][CH2:3][CH2:2][N:36]3[C:35](=[O:40])[CH:34]([C:28]4[CH:29]=[CH:30][CH:31]=[CH:32][CH:33]=4)[NH:38][C:37]3=[O:39])=[C:6]([CH3:27])[CH:7]=1)=[N:13]2. The catalyst class is: 1.